From a dataset of Catalyst prediction with 721,799 reactions and 888 catalyst types from USPTO. Predict which catalyst facilitates the given reaction. Reactant: [C:1]([N:8]1[CH2:13][CH2:12][CH:11]([OH:14])[CH2:10][CH2:9]1)([O:3][C:4]([CH3:7])([CH3:6])[CH3:5])=[O:2].[H-].[Na+].[CH2:17](Br)[C:18]#[CH:19].C1(C)C=CC=CC=1. Product: [CH2:19]([O:14][CH:11]1[CH2:12][CH2:13][N:8]([C:1]([O:3][C:4]([CH3:7])([CH3:6])[CH3:5])=[O:2])[CH2:9][CH2:10]1)[C:18]#[CH:17]. The catalyst class is: 1.